From a dataset of CYP2D6 inhibition data for predicting drug metabolism from PubChem BioAssay. Regression/Classification. Given a drug SMILES string, predict its absorption, distribution, metabolism, or excretion properties. Task type varies by dataset: regression for continuous measurements (e.g., permeability, clearance, half-life) or binary classification for categorical outcomes (e.g., BBB penetration, CYP inhibition). Dataset: cyp2d6_veith. (1) The drug is Cc1nc([N+](=O)[O-])cn1-c1nc2ccccn2c1[N+](=O)[O-]. The result is 0 (non-inhibitor). (2) The compound is CS(=O)(=O)N1CCC2(CC1)CN(Cc1cc(C(F)(F)F)cc(C(F)(F)F)c1)C2. The result is 1 (inhibitor). (3) The compound is CCOC(=O)c1sc2nc3c(cc2c1N)COC(C)(CC)C3. The result is 0 (non-inhibitor). (4) The drug is CC[C@](N)(C(=O)O)C(C)C. The result is 0 (non-inhibitor).